This data is from Full USPTO retrosynthesis dataset with 1.9M reactions from patents (1976-2016). The task is: Predict the reactants needed to synthesize the given product. (1) Given the product [Cl:16][C:17]1[N:22]=[C:21]([NH:1][CH2:2][C@@H:3]2[CH2:7][C@H:6]([F:8])[CH2:5][N:4]2[C:9]([O:11][C:12]([CH3:15])([CH3:14])[CH3:13])=[O:10])[C:20]([CH3:24])=[CH:19][N:18]=1, predict the reactants needed to synthesize it. The reactants are: [NH2:1][CH2:2][C@@H:3]1[CH2:7][C@H:6]([F:8])[CH2:5][N:4]1[C:9]([O:11][C:12]([CH3:15])([CH3:14])[CH3:13])=[O:10].[Cl:16][C:17]1[N:22]=[C:21](Cl)[C:20]([CH3:24])=[CH:19][N:18]=1. (2) Given the product [CH3:1][C:2]1[CH:7]=[CH:6][C:5]([S:8]([O:11][CH2:12][CH:13]2[O:18][C:17]3[CH:19]=[C:20]([O:23][S:25]([CH3:24])(=[O:27])=[O:26])[CH:21]=[CH:22][C:16]=3[O:15][CH2:14]2)(=[O:10])=[O:9])=[CH:4][CH:3]=1, predict the reactants needed to synthesize it. The reactants are: [CH3:1][C:2]1[CH:7]=[CH:6][C:5]([S:8]([O:11][CH2:12][CH:13]2[O:18][C:17]3[CH:19]=[C:20]([OH:23])[CH:21]=[CH:22][C:16]=3[O:15][CH2:14]2)(=[O:10])=[O:9])=[CH:4][CH:3]=1.[CH3:24][S:25](Cl)(=[O:27])=[O:26].C([O-])([O-])=O.[Na+].[Na+]. (3) Given the product [CH:47]1([C:42]2[CH:43]=[C:44]3[C:39](=[CH:40][CH:41]=2)[C:38](=[O:50])[N:37]([C:9]2[CH:10]=[CH:11][CH:12]=[C:13]([C:14]4[CH:19]=[C:18]([NH:20][C:21]5[CH:26]=[CH:25][C:24]([C:27]([N:29]6[CH2:34][CH2:33][O:32][CH2:31][CH2:30]6)=[O:28])=[CH:23][N:22]=5)[C:17](=[O:35])[N:16]([CH3:36])[CH:15]=4)[C:8]=2[CH2:7][OH:6])[CH:46]=[CH:45]3)[CH2:48][CH2:49]1, predict the reactants needed to synthesize it. The reactants are: C([SiH2][O:6][C:7](C)(C)[C:8]1[C:13]([C:14]2[CH:19]=[C:18]([NH:20][C:21]3[CH:26]=[CH:25][C:24]([C:27]([N:29]4[CH2:34][CH2:33][O:32][CH2:31][CH2:30]4)=[O:28])=[CH:23][N:22]=3)[C:17](=[O:35])[N:16]([CH3:36])[CH:15]=2)=[CH:12][CH:11]=[CH:10][C:9]=1[N:37]1[CH:46]=[CH:45][C:44]2[C:39](=[CH:40][CH:41]=[C:42]([CH:47]3[CH2:49][CH2:48]3)[CH:43]=2)[C:38]1=[O:50])(C)(C)C.[F-].C([N+](CCCC)(CCCC)CCCC)CCC. (4) The reactants are: Br[C:2]1[CH:7]=[CH:6][C:5]([CH:8]([CH:11]2[CH2:16][CH2:15][CH2:14][CH2:13][CH2:12]2)[C:9]#[N:10])=[CH:4][CH:3]=1.[C:17]1(B(O)O)[C:26]2[C:21](=[CH:22][CH:23]=[CH:24][CH:25]=2)[CH:20]=[CH:19][CH:18]=1.C([O-])([O-])=O.[Na+].[Na+]. Given the product [CH:11]1([CH:8]([C:5]2[CH:6]=[CH:7][C:2]([C:25]3[C:26]4[C:21](=[CH:20][CH:19]=[CH:18][CH:17]=4)[CH:22]=[CH:23][CH:24]=3)=[CH:3][CH:4]=2)[C:9]#[N:10])[CH2:16][CH2:15][CH2:14][CH2:13][CH2:12]1, predict the reactants needed to synthesize it.